This data is from Forward reaction prediction with 1.9M reactions from USPTO patents (1976-2016). The task is: Predict the product of the given reaction. Given the reactants [F:1][C:2]1[C:10]([NH:11][CH3:12])=[CH:9][CH:8]=[CH:7]C=1C(O)=O.[C:13](Cl)(=[O:20])[C:14]1[CH:19]=[CH:18][CH:17]=[CH:16][CH:15]=1.N1C=CC=CC=1.[C:28]([O:31][CH2:32]C)(=[O:30])[CH3:29], predict the reaction product. The product is: [F:1][C:2]1[C:10]([N:11]([CH3:12])[C:13](=[O:20])[C:14]2[CH:19]=[CH:18][CH:17]=[CH:16][CH:15]=2)=[CH:9][CH:8]=[CH:7][C:29]=1[C:28]([O:31][CH3:32])=[O:30].